This data is from Forward reaction prediction with 1.9M reactions from USPTO patents (1976-2016). The task is: Predict the product of the given reaction. (1) Given the reactants [N:1]1[CH:6]=[CH:5][CH:4]=[CH:3][C:2]=1[S:7][C:8]1[C:16]2[C:11](=[CH:12][CH:13]=[CH:14][CH:15]=2)[N:10]([C:17]2[N:22]=[C:21]([NH2:23])[C:20]([NH2:24])=[C:19]([NH2:25])[N:18]=2)[N:9]=1.[C:26](O[C:26]([O:28][CH3:29])=[O:27])([O:28][CH3:29])=[O:27], predict the reaction product. The product is: [CH3:29][O:28][C:26](=[O:27])[NH:24][C:20]1[C:19]([NH2:25])=[N:18][C:17]([N:10]2[C:11]3[C:16](=[CH:15][CH:14]=[CH:13][CH:12]=3)[C:8]([S:7][C:2]3[CH:3]=[CH:4][CH:5]=[CH:6][N:1]=3)=[N:9]2)=[N:22][C:21]=1[NH2:23]. (2) Given the reactants [F:1][C:2]1[CH:3]=[C:4]([CH2:9][C@@H:10]([C:28]2[C:33]([C:34]3[CH:35]=[CH:36][C:37]([F:43])=[C:38]([CH:42]=3)[C:39]([NH2:41])=[O:40])=[CH:32][CH:31]=[CH:30][N:29]=2)[NH:11][C:12](=[O:27])[CH2:13][N:14]2[C:22]3[CH2:21][CH2:20][NH:19][CH2:18][C:17]=3[C:16]([C:23]([F:26])([F:25])[F:24])=[N:15]2)[CH:5]=[C:6]([F:8])[CH:7]=1.[CH:44](O)=O.C(O)(=O)C.[BH-](OC(C)=O)(OC(C)=O)OC(C)=O.[Na+], predict the reaction product. The product is: [F:8][C:6]1[CH:5]=[C:4]([CH2:9][C@@H:10]([C:28]2[C:33]([C:34]3[CH:35]=[CH:36][C:37]([F:43])=[C:38]([CH:42]=3)[C:39]([NH2:41])=[O:40])=[CH:32][CH:31]=[CH:30][N:29]=2)[NH:11][C:12](=[O:27])[CH2:13][N:14]2[C:22]3[CH2:21][CH2:20][N:19]([CH3:44])[CH2:18][C:17]=3[C:16]([C:23]([F:24])([F:26])[F:25])=[N:15]2)[CH:3]=[C:2]([F:1])[CH:7]=1. (3) Given the reactants I[C:2]1[N:6]2[N:7]=[C:8]([CH3:18])[CH:9]=[C:10]([CH:11]([CH2:15][CH2:16][CH3:17])[CH2:12][CH2:13][CH3:14])[C:5]2=[N:4][C:3]=1[CH3:19].[Cl:20][C:21]1[N:22]=[C:23]([N:26]2[CH2:31][CH2:30][O:29][CH2:28][CH2:27]2)[S:24][CH:25]=1.C([O-])([O-])=O.[Cs+].[Cs+].C1C=CC(P(C2C=CC=CC=2)C2C=CC=CC=2)=CC=1, predict the reaction product. The product is: [Cl:20][C:21]1[N:22]=[C:23]([N:26]2[CH2:27][CH2:28][O:29][CH2:30][CH2:31]2)[S:24][C:25]=1[C:2]1[N:6]2[N:7]=[C:8]([CH3:18])[CH:9]=[C:10]([CH:11]([CH2:15][CH2:16][CH3:17])[CH2:12][CH2:13][CH3:14])[C:5]2=[N:4][C:3]=1[CH3:19]. (4) Given the reactants [Cl:1][C:2]1[C:3]([NH:11][C:12]2[CH:17]=[CH:16][C:15]([Cl:18])=[CH:14][CH:13]=2)=[N:4][CH:5]=[C:6]([CH:10]=1)[C:7](O)=O.[C:19]1([NH2:26])[CH:24]=[CH:23][CH:22]=[CH:21][C:20]=1[NH2:25], predict the reaction product. The product is: [NH:25]1[C:20]2[CH:21]=[CH:22][CH:23]=[CH:24][C:19]=2[N:26]=[C:7]1[C:6]1[CH:10]=[C:2]([Cl:1])[C:3]([NH:11][C:12]2[CH:17]=[CH:16][C:15]([Cl:18])=[CH:14][CH:13]=2)=[N:4][CH:5]=1. (5) Given the reactants [Cl:1][C:2]1[C:7]([Cl:8])=[C:6]([Cl:9])[N:5]=[C:4]([C:10](Cl)=[O:11])[CH:3]=1.[NH2:13][C:14]1[CH:19]=[CH:18][CH:17]=[CH:16][C:15]=1[OH:20].C(N(CC)CC)C, predict the reaction product. The product is: [OH:20][C:15]1[CH:16]=[CH:17][CH:18]=[CH:19][C:14]=1[NH:13][C:10]([C:4]1[CH:3]=[C:2]([Cl:1])[C:7]([Cl:8])=[C:6]([Cl:9])[N:5]=1)=[O:11].